Dataset: Catalyst prediction with 721,799 reactions and 888 catalyst types from USPTO. Task: Predict which catalyst facilitates the given reaction. (1) Reactant: [O:1]1[CH2:6][CH2:5][CH2:4][CH2:3][CH:2]1[O:7][NH:8][C:9]([C:11]1[CH:20]=[C:19]2[C:14]([CH2:15][CH2:16][NH:17][CH2:18]2)=[CH:13][CH:12]=1)=[O:10].[C:21]1([CH2:27][CH2:28][N:29]=[C:30]=[O:31])[CH:26]=[CH:25][CH:24]=[CH:23][CH:22]=1.C1C=CC2N(O)N=NC=2C=1.C(Cl)CCl. Product: [C:21]1([CH2:27][CH2:28][NH:29][C:30]([N:17]2[CH2:16][CH2:15][C:14]3[C:19](=[CH:20][C:11]([C:9]([NH:8][O:7][CH:2]4[CH2:3][CH2:4][CH2:5][CH2:6][O:1]4)=[O:10])=[CH:12][CH:13]=3)[CH2:18]2)=[O:31])[CH:26]=[CH:25][CH:24]=[CH:23][CH:22]=1. The catalyst class is: 338. (2) Reactant: [C:1]1([S:7][CH3:8])[CH:6]=[CH:5][CH:4]=[CH:3][CH:2]=1.[S:9]([O:14]C)([O:12][CH3:13])(=[O:11])=[O:10].O. Product: [S:9]([O-:14])([O-:12])(=[O:11])=[O:10].[CH3:8][S+:7]([CH3:13])[C:1]1[CH:6]=[CH:5][CH:4]=[CH:3][CH:2]=1.[CH3:8][S+:7]([C:1]1[CH:6]=[CH:5][CH:4]=[CH:3][CH:2]=1)[CH3:13]. The catalyst class is: 27. (3) Reactant: C(Cl)(Cl)Cl.[OH:5][CH2:6][C:7]1[CH:15]=[CH:14][C:10]([C:11]([OH:13])=[O:12])=[CH:9][CH:8]=1.[C:16](OC(=O)C)(=[O:18])[CH3:17]. Product: [C:16]([O:5][CH2:6][C:7]1[CH:8]=[CH:9][C:10]([C:11]([OH:13])=[O:12])=[CH:14][CH:15]=1)(=[O:18])[CH3:17]. The catalyst class is: 17. (4) Reactant: [CH3:1][N:2]1[CH2:17][CH2:16][C:5]2[NH:6][C:7]3[CH:8]=[CH:9][C:10]([C:13]([OH:15])=[O:14])=[CH:11][C:12]=3[C:4]=2[CH2:3]1.[CH:18]([C:20]1[CH:21]=[CH:22][C:23]([C:26]([OH:28])=[O:27])=[N:24][CH:25]=1)=[CH2:19].[OH-].[K+]. Product: [C:26]([C:23]1[N:24]=[CH:25][C:20]([CH2:18][CH2:19][N:6]2[C:7]3[CH:8]=[CH:9][C:10]([C:13]([OH:15])=[O:14])=[CH:11][C:12]=3[C:4]3[CH2:3][N:2]([CH3:1])[CH2:17][CH2:16][C:5]2=3)=[CH:21][CH:22]=1)([OH:28])=[O:27]. The catalyst class is: 37. (5) Product: [O:3]=[C:4]1[NH:8][C:7]2[CH:9]=[C:10]([CH2:13][C:14]([OH:16])=[O:15])[CH:11]=[CH:12][C:6]=2[S:5]1. Reactant: [OH-].[Na+].[O:3]=[C:4]1[NH:8][C:7]2[CH:9]=[C:10]([CH2:13][C:14]([O:16]CC)=[O:15])[CH:11]=[CH:12][C:6]=2[S:5]1. The catalyst class is: 5. (6) Reactant: [F:1][C:2]1[CH:7]=[CH:6][C:5]([OH:8])=[C:4]([O:9][CH3:10])[CH:3]=1.C(=O)([O-])[O-].[Cs+].[Cs+].Br[CH2:18][C:19]([C:21]1[CH:26]=[CH:25][C:24]([Br:27])=[CH:23][CH:22]=1)=[O:20].O. Product: [Br:27][C:24]1[CH:25]=[CH:26][C:21]([C:19](=[O:20])[CH2:18][O:8][C:5]2[CH:6]=[CH:7][C:2]([F:1])=[CH:3][C:4]=2[O:9][CH3:10])=[CH:22][CH:23]=1. The catalyst class is: 21. (7) Reactant: [Cl:1][C:2]1[CH:3]=[C:4]([C:8]2[CH:16]=[CH:15][CH:14]=[C:13]3[C:9]=2[CH2:10][C:11](=[O:17])[NH:12]3)[CH:5]=[CH:6][CH:7]=1.[N:18]1([CH2:23][CH2:24][NH:25][C:26]([C:28]2[C:32]([CH3:33])=[C:31]([CH:34]=O)[NH:30][C:29]=2[CH3:36])=[O:27])[CH2:22][CH2:21][CH2:20][CH2:19]1. Product: [N:18]1([CH2:23][CH2:24][NH:25][C:26]([C:28]2[C:32]([CH3:33])=[C:31]([CH:34]=[C:10]3[C:9]4[C:13](=[CH:14][CH:15]=[CH:16][C:8]=4[C:4]4[CH:5]=[CH:6][CH:7]=[C:2]([Cl:1])[CH:3]=4)[NH:12][C:11]3=[O:17])[NH:30][C:29]=2[CH3:36])=[O:27])[CH2:22][CH2:21][CH2:20][CH2:19]1. The catalyst class is: 360.